This data is from Forward reaction prediction with 1.9M reactions from USPTO patents (1976-2016). The task is: Predict the product of the given reaction. (1) The product is: [CH2:20]([C:18]1[O:17][N:16]=[C:15]([C:11]2[CH:10]=[C:9]3[C:14](=[CH:13][CH:12]=2)[CH:6]([NH2:5])[CH2:7][CH2:8]3)[N:19]=1)[CH2:21][CH2:22][CH2:23][CH2:24][CH2:25][CH3:26]. Given the reactants FC(F)(F)C([NH:5][CH:6]1[C:14]2[C:9](=[CH:10][C:11]([C:15]3[N:19]=[C:18]([CH2:20][CH2:21][CH2:22][CH2:23][CH2:24][CH2:25][CH3:26])[O:17][N:16]=3)=[CH:12][CH:13]=2)[CH2:8][CH2:7]1)=O.[OH-].[Na+], predict the reaction product. (2) The product is: [CH3:16][O:15][C:12]1[CH:13]=[CH:14][C:9]([NH:8][C:6]2[C:5]([N+:17]([O-:19])=[O:18])=[CH:4][N:3]=[C:2]([NH:26][C:23]3[CH:24]=[CH:25][N:21]([CH3:20])[N:22]=3)[N:7]=2)=[CH:10][CH:11]=1. Given the reactants Cl[C:2]1[N:7]=[C:6]([NH:8][C:9]2[CH:14]=[CH:13][C:12]([O:15][CH3:16])=[CH:11][CH:10]=2)[C:5]([N+:17]([O-:19])=[O:18])=[CH:4][N:3]=1.[CH3:20][N:21]1[CH:25]=[CH:24][C:23]([NH2:26])=[N:22]1.C(N(C(C)C)C(C)C)C.O, predict the reaction product. (3) Given the reactants [C:1]([CH:3]([C:10]1[CH:15]=[CH:14][CH:13]=[C:12]([O:16][CH3:17])[CH:11]=1)[CH2:4][C:5]([O:7][CH2:8][CH3:9])=[O:6])#[N:2], predict the reaction product. The product is: [NH2:2][CH2:1][CH:3]([C:10]1[CH:15]=[CH:14][CH:13]=[C:12]([O:16][CH3:17])[CH:11]=1)[CH2:4][C:5]([O:7][CH2:8][CH3:9])=[O:6].